Dataset: Forward reaction prediction with 1.9M reactions from USPTO patents (1976-2016). Task: Predict the product of the given reaction. (1) Given the reactants [Br:1][C:2]1[CH:7]=[C:6]([C:8]#[N:9])[CH:5]=[C:4](Br)[C:3]=1[NH:11][C:12]([NH2:14])=[S:13].N1C2C(=CC=C3C=2N=CC=C3)C=CC=1.C([O-])([O-])=O.[Cs+].[Cs+].O, predict the reaction product. The product is: [NH2:14][C:12]1[S:13][C:4]2[CH:5]=[C:6]([C:8]#[N:9])[CH:7]=[C:2]([Br:1])[C:3]=2[N:11]=1. (2) Given the reactants C(OCC)(=O)C.[OH:7][C@@H:8]1[CH2:13][NH:12][C@H:11]([C:14]([O:16][CH3:17])=[O:15])[CH2:10][CH2:9]1.C(N(CC)CC)C.[F:25][C:26]([F:37])([F:36])[C:27](O[C:27](=[O:28])[C:26]([F:37])([F:36])[F:25])=[O:28], predict the reaction product. The product is: [OH:7][C@@H:8]1[CH2:13][N:12]([C:27](=[O:28])[C:26]([F:37])([F:36])[F:25])[C@H:11]([C:14]([O:16][CH3:17])=[O:15])[CH2:10][CH2:9]1.